This data is from Full USPTO retrosynthesis dataset with 1.9M reactions from patents (1976-2016). The task is: Predict the reactants needed to synthesize the given product. Given the product [OH:1][C:2]1[CH:7]=[CH:6][C:5]([C:8](=[C:21]2[CH2:22][C:23]([CH3:30])([CH3:29])[CH2:24][C:25]([CH3:28])([CH3:27])[CH2:26]2)[C:9]2[CH:14]=[CH:13][C:12]([CH2:15][CH2:16][C:17]([OH:19])=[O:18])=[CH:11][CH:10]=2)=[CH:4][CH:3]=1, predict the reactants needed to synthesize it. The reactants are: [OH:1][C:2]1[CH:7]=[CH:6][C:5]([C:8](=[C:21]2[CH2:26][C:25]([CH3:28])([CH3:27])[CH2:24][C:23]([CH3:30])([CH3:29])[CH2:22]2)[C:9]2[CH:14]=[CH:13][C:12]([CH2:15][CH2:16][C:17]([O:19]C)=[O:18])=[CH:11][CH:10]=2)=[CH:4][CH:3]=1.[OH-].[Na+].Cl.